This data is from Catalyst prediction with 721,799 reactions and 888 catalyst types from USPTO. The task is: Predict which catalyst facilitates the given reaction. (1) Reactant: [F:1][C:2]([F:20])([F:19])[C:3](=O)[CH2:4][C:5]([C:7]1[CH:17]=[CH:16][C:10]2[O:11][CH2:12][C:13](=[O:15])[NH:14][C:9]=2[CH:8]=1)=O.[Cl:21][C:22]1[CH:27]=[C:26]([Cl:28])[CH:25]=[C:24]([Cl:29])[C:23]=1[NH:30][NH2:31]. Product: [Cl:21][C:22]1[CH:27]=[C:26]([Cl:28])[CH:25]=[C:24]([Cl:29])[C:23]=1[N:30]1[C:5]([C:7]2[CH:17]=[CH:16][C:10]3[O:11][CH2:12][C:13](=[O:15])[NH:14][C:9]=3[CH:8]=2)=[CH:4][C:3]([C:2]([F:20])([F:19])[F:1])=[N:31]1. The catalyst class is: 66. (2) Reactant: [OH-].[NH3+]N.[NH2:4][C:5]1[N:10]=[C:9]([CH2:11][CH2:12][CH2:13][N:14]2C(=O)C3C(=CC=CC=3)C2=O)[CH:8]=[C:7]([C:25]2[C:33]3[C:28](=[N:29][CH:30]=[C:31]([C:34]4[CH:35]=[N:36][N:37]([CH3:39])[CH:38]=4)[CH:32]=3)[NH:27][CH:26]=2)[N:6]=1. Product: [NH2:14][CH2:13][CH2:12][CH2:11][C:9]1[CH:8]=[C:7]([C:25]2[C:33]3[C:28](=[N:29][CH:30]=[C:31]([C:34]4[CH:35]=[N:36][N:37]([CH3:39])[CH:38]=4)[CH:32]=3)[NH:27][CH:26]=2)[N:6]=[C:5]([NH2:4])[N:10]=1. The catalyst class is: 5. (3) Reactant: [OH-].[Na+].[Cl:3][C:4]1[C:9]([N+:10]([O-:12])=[O:11])=[C:8]([NH:13][CH2:14][C:15]([CH3:18])([NH2:17])[CH3:16])[C:7]([CH3:19])=[C:6]([CH3:20])[N:5]=1.[C:21](O[C:21]([O:23][C:24]([CH3:27])([CH3:26])[CH3:25])=[O:22])([O:23][C:24]([CH3:27])([CH3:26])[CH3:25])=[O:22]. Product: [Cl:3][C:4]1[C:9]([N+:10]([O-:12])=[O:11])=[C:8]([NH:13][CH2:14][C:15]([NH:17][C:21](=[O:22])[O:23][C:24]([CH3:27])([CH3:26])[CH3:25])([CH3:16])[CH3:18])[C:7]([CH3:19])=[C:6]([CH3:20])[N:5]=1. The catalyst class is: 188. (4) Reactant: [Br-:1].[Li+].[O:3]1[C:7]2[CH:8]=[CH:9][CH:10]=[CH:11][C:6]=2[O:5][CH2:4]1. Product: [Br:1][C:10]1[CH:9]=[CH:8][C:7]2[O:3][CH2:4][O:5][C:6]=2[CH:11]=1. The catalyst class is: 47. (5) Reactant: [Br:1][C:2]1[CH:7]=[CH:6][C:5]([CH2:8][C:9]([OH:11])=O)=[CH:4][C:3]=1[C:12]([F:15])([F:14])[F:13].[NH2:16][C:17]1[N:22]=[CH:21][C:20]([N:23]2[CH2:28][CH2:27][N:26]([C:29](=[O:31])[CH3:30])[CH2:25][CH2:24]2)=[CH:19][CH:18]=1.CN(C(ON1N=NC2C=CC=NC1=2)=[N+](C)C)C.F[P-](F)(F)(F)(F)F.CCN(C(C)C)C(C)C. Product: [C:29]([N:26]1[CH2:25][CH2:24][N:23]([C:20]2[CH:19]=[CH:18][C:17]([NH:16][C:9](=[O:11])[CH2:8][C:5]3[CH:6]=[CH:7][C:2]([Br:1])=[C:3]([C:12]([F:15])([F:14])[F:13])[CH:4]=3)=[N:22][CH:21]=2)[CH2:28][CH2:27]1)(=[O:31])[CH3:30]. The catalyst class is: 3. (6) Reactant: [C:1]([O:5][C:6](=[O:19])[NH:7][CH2:8][C:9]1[CH:14]=[C:13]([CH:15]=O)[CH:12]=[C:11]([Cl:17])[C:10]=1[F:18])([CH3:4])([CH3:3])[CH3:2].[CH3:20][O:21][CH2:22][CH2:23][NH:24][CH3:25].C(O)(=O)C.C(O[BH-](OC(=O)C)OC(=O)C)(=O)C.[Na+]. Product: [C:1]([O:5][C:6](=[O:19])[NH:7][CH2:8][C:9]1[CH:14]=[C:13]([CH2:15][N:24]([CH2:23][CH2:22][O:21][CH3:20])[CH3:25])[CH:12]=[C:11]([Cl:17])[C:10]=1[F:18])([CH3:4])([CH3:3])[CH3:2]. The catalyst class is: 1.